Predict the reactants needed to synthesize the given product. From a dataset of Full USPTO retrosynthesis dataset with 1.9M reactions from patents (1976-2016). (1) Given the product [CH2:32]([O:39][CH2:40][CH2:41][NH:42][C:28](=[O:30])[CH2:27][O:26][C:22]1[C:21]2[B:17]([OH:16])[O:18][CH2:19][C:20]=2[CH:25]=[CH:24][CH:23]=1)[C:33]1[CH:38]=[CH:37][CH:36]=[CH:35][CH:34]=1, predict the reactants needed to synthesize it. The reactants are: C(OC(Cl)=O)C(C)C.CN1CCOCC1.[OH:16][B:17]1[C:21]2[C:22]([O:26][CH2:27][C:28]([OH:30])=O)=[CH:23][CH:24]=[CH:25][C:20]=2[CH2:19][O:18]1.Cl.[CH2:32]([O:39][CH2:40][CH2:41][NH2:42])[C:33]1[CH:38]=[CH:37][CH:36]=[CH:35][CH:34]=1. (2) Given the product [C:40]([O:39][C:37]([N:44]1[CH2:51][CH2:50][CH2:49][C@H:45]1[C:46]1[NH:25][C:26]2[C:27]([C:28]([O:30][CH3:31])=[O:29])=[CH:32][CH:33]=[CH:34][C:35]=2[N:36]=1)=[O:38])([CH3:43])([CH3:41])[CH3:42], predict the reactants needed to synthesize it. The reactants are: CN(C(ON1N=NC2C=CC=NC1=2)=[N+](C)C)C.F[P-](F)(F)(F)(F)F.[NH2:25][C:26]1[C:35]([NH2:36])=[CH:34][CH:33]=[CH:32][C:27]=1[C:28]([O:30][CH3:31])=[O:29].[C:37]([N:44]1[CH2:51][CH2:50][CH2:49][C@H:45]1[C:46](O)=O)([O:39][C:40]([CH3:43])([CH3:42])[CH3:41])=[O:38].CCN(C(C)C)C(C)C. (3) Given the product [CH:1]([O:4][CH2:5][CH2:6][NH:7][S:8]([NH2:11])(=[O:10])=[O:9])([CH3:3])[CH3:2], predict the reactants needed to synthesize it. The reactants are: [CH:1]([O:4][CH2:5][CH2:6][NH:7][S:8]([NH:11]C(=O)OCC1C=CC=CC=1)(=[O:10])=[O:9])([CH3:3])[CH3:2]. (4) Given the product [N:1]1[CH:6]=[CH:5][CH:4]=[C:3]([CH2:7][N:16]2[C@H:9]3[CH2:15][CH2:14][C@@H:13]2[CH2:12][N:11]([C:17]2[CH:18]=[CH:19][C:20]4[N:21]([C:23]([C:26]([F:29])([F:27])[F:28])=[N:24][N:25]=4)[N:22]=2)[CH2:10]3)[CH:2]=1, predict the reactants needed to synthesize it. The reactants are: [N:1]1[CH:6]=[CH:5][CH:4]=[C:3]([CH:7]=O)[CH:2]=1.[C@@H:9]12[NH:16][C@@H:13]([CH2:14][CH2:15]1)[CH2:12][N:11]([C:17]1[CH:18]=[CH:19][C:20]3[N:21]([C:23]([C:26]([F:29])([F:28])[F:27])=[N:24][N:25]=3)[N:22]=1)[CH2:10]2. (5) Given the product [Cl:27][C:28]1[N:32]2[CH:33]=[C:34]([F:37])[CH:35]=[CH:36][C:31]2=[N:30][C:29]=1[CH2:38][C@@H:39]1[CH2:44][CH2:43][CH2:42][CH2:41][N:40]1[C:7]([C:5]1[N:6]=[C:2]([CH3:1])[S:3][C:4]=1[C:10]1[CH:15]=[CH:14][CH:13]=[CH:12][CH:11]=1)=[O:9], predict the reactants needed to synthesize it. The reactants are: [CH3:1][C:2]1[S:3][C:4]([C:10]2[CH:15]=[CH:14][CH:13]=[CH:12][CH:11]=2)=[C:5]([C:7]([OH:9])=O)[N:6]=1.C(Cl)(=O)C(Cl)=O.CN(C=O)C.[Cl:27][C:28]1[N:32]2[CH:33]=[C:34]([F:37])[CH:35]=[CH:36][C:31]2=[N:30][C:29]=1[CH2:38][C@@H:39]1[CH2:44][CH2:43][CH2:42][CH2:41][NH:40]1.